This data is from Forward reaction prediction with 1.9M reactions from USPTO patents (1976-2016). The task is: Predict the product of the given reaction. (1) Given the reactants [CH:1]1([C@@H:4]([N:6]([CH2:25][C:26]2[CH:27]=[CH:28][C:29]([NH:32]C(=O)OC(C)(C)C)=[N:30][CH:31]=2)[C:7](=[O:24])[CH2:8][N:9]2[C:21](=[O:22])[C@:12]3([C:20]4[C:15](=[CH:16][CH:17]=[CH:18][CH:19]=4)[CH2:14][CH2:13]3)[NH:11][C:10]2=[O:23])[CH3:5])[CH2:3][CH2:2]1.C(O)(C(F)(F)F)=O, predict the reaction product. The product is: [NH2:32][C:29]1[N:30]=[CH:31][C:26]([CH2:25][N:6]([C@H:4]([CH:1]2[CH2:2][CH2:3]2)[CH3:5])[C:7](=[O:24])[CH2:8][N:9]2[C:21](=[O:22])[C@:12]3([C:20]4[C:15](=[CH:16][CH:17]=[CH:18][CH:19]=4)[CH2:14][CH2:13]3)[NH:11][C:10]2=[O:23])=[CH:27][CH:28]=1. (2) Given the reactants Cl.[NH:2]1[CH2:7][CH2:6][CH2:5][CH:4]([C:8]([O:10][CH2:11][CH3:12])=[O:9])[CH2:3]1.C([O-])([O-])=O.[K+].[K+].Br[CH2:20][CH2:21][Cl:22].CC(=O)OCC, predict the reaction product. The product is: [Cl:22][CH2:21][CH2:20][N:2]1[CH2:7][CH2:6][CH2:5][CH:4]([C:8]([O:10][CH2:11][CH3:12])=[O:9])[CH2:3]1. (3) Given the reactants C1C=CC2N(O)N=NC=2C=1.CCN(C(C)C)C(C)C.[F:20][C:21]1[CH:22]=[CH:23][C:24]([C:30]([F:33])([F:32])[F:31])=[C:25]([CH:29]=1)[C:26]([OH:28])=O.CCN=C=NCCCN(C)C.Cl.[C:46]([O:50][C:51]([N:53]1[CH2:58][CH2:57][NH:56][CH2:55][CH2:54]1)=[O:52])([CH3:49])([CH3:48])[CH3:47], predict the reaction product. The product is: [C:46]([O:50][C:51]([N:53]1[CH2:58][CH2:57][N:56]([C:26](=[O:28])[C:25]2[CH:29]=[C:21]([F:20])[CH:22]=[CH:23][C:24]=2[C:30]([F:33])([F:32])[F:31])[CH2:55][CH2:54]1)=[O:52])([CH3:49])([CH3:47])[CH3:48]. (4) Given the reactants [CH3:1][C:2]1([CH3:14])[O:6][C@H:5]2[O:7][C@H:8]([CH:10]([OH:13])[CH2:11][CH3:12])[CH2:9][C@H:4]2[O:3]1.N1C=CN=C1.[C:20]([Si:24](Cl)([C:31]1[CH:36]=[CH:35][CH:34]=[CH:33][CH:32]=1)[C:25]1[CH:30]=[CH:29][CH:28]=[CH:27][CH:26]=1)([CH3:23])([CH3:22])[CH3:21].CCOC(C)=O, predict the reaction product. The product is: [CH3:14][C:2]1([CH3:1])[O:6][C@H:5]2[O:7][C@H:8]([CH:10]([O:13][Si:24]([C:20]([CH3:23])([CH3:22])[CH3:21])([C:31]3[CH:32]=[CH:33][CH:34]=[CH:35][CH:36]=3)[C:25]3[CH:30]=[CH:29][CH:28]=[CH:27][CH:26]=3)[CH2:11][CH3:12])[CH2:9][C@H:4]2[O:3]1.